From a dataset of Catalyst prediction with 721,799 reactions and 888 catalyst types from USPTO. Predict which catalyst facilitates the given reaction. Reactant: Cl.C(N[C:6](=[CH:10][C:11]1[CH:16]=[CH:15][C:14]([Cl:17])=[C:13]([Cl:18])[CH:12]=1)[C:7]([OH:9])=[O:8])(=O)C.[OH2:19].C1(C)C=CC=CC=1. Product: [Cl:18][C:13]1[CH:12]=[C:11]([CH2:10][C:6](=[O:19])[C:7]([OH:9])=[O:8])[CH:16]=[CH:15][C:14]=1[Cl:17]. The catalyst class is: 60.